This data is from Forward reaction prediction with 1.9M reactions from USPTO patents (1976-2016). The task is: Predict the product of the given reaction. The product is: [Si:1]([O:8][CH2:9][C@@H:10]1[C:18]2[C:13](=[CH:14][CH:15]=[CH:16][CH:17]=2)[CH2:12][C@H:11]1[NH:19][C:28]([C:26]1[NH:25][C:24]2[S:31][C:21]([Cl:20])=[CH:22][C:23]=2[CH:27]=1)=[O:29])([C:4]([CH3:7])([CH3:6])[CH3:5])([CH3:3])[CH3:2]. Given the reactants [Si:1]([O:8][CH2:9][C@@H:10]1[C:18]2[C:13](=[CH:14][CH:15]=[CH:16][CH:17]=2)[CH2:12][C@H:11]1[NH2:19])([C:4]([CH3:7])([CH3:6])[CH3:5])([CH3:3])[CH3:2].[Cl:20][C:21]1[S:31][C:24]2[NH:25][C:26]([C:28](O)=[O:29])=[CH:27][C:23]=2[CH:22]=1.CCN(C(C)C)C(C)C.C1C=CC2N(O)N=NC=2C=1.CCN=C=NCCCN(C)C, predict the reaction product.